From a dataset of Reaction yield outcomes from USPTO patents with 853,638 reactions. Predict the reaction yield, written as a fraction of the theoretical maximum amount of product (1.0 means a 100% yield; for example, 0.34 means a 34% yield). (1) The reactants are [CH2:1]([O:8][C:9]1[CH:37]=[CH:36][C:12]2[NH:13][C:14]([C:19]3[C:20](=[O:35])[N:21]([N:30]=[C:31]4[CH2:34][CH2:33][CH2:32]4)[C:22]4[C:27]([C:28]=3[OH:29])=[CH:26][CH:25]=[CH:24][CH:23]=4)=[N:15][S:16](=[O:18])(=[O:17])[C:11]=2[CH:10]=1)[C:2]1[CH:7]=[CH:6][CH:5]=[CH:4][CH:3]=1.CO.[BH4-].[Li+]. The catalyst is O1CCCC1.Cl. The product is [CH2:1]([O:8][C:9]1[CH:37]=[CH:36][C:12]2[NH:13][C:14]([C:19]3[C:20](=[O:35])[N:21]([NH:30][CH:31]4[CH2:32][CH2:33][CH2:34]4)[C:22]4[C:27]([C:28]=3[OH:29])=[CH:26][CH:25]=[CH:24][CH:23]=4)=[N:15][S:16](=[O:18])(=[O:17])[C:11]=2[CH:10]=1)[C:2]1[CH:7]=[CH:6][CH:5]=[CH:4][CH:3]=1. The yield is 0.330. (2) The reactants are [Br:1][C:2]1[S:6][C:5]([CH2:7]Br)=[N:4][C:3]=1[C:9]1[CH:14]=[CH:13][CH:12]=[C:11]([O:15][CH3:16])[CH:10]=1.[F:17][C:18]1[C:26]([OH:27])=[CH:25][CH:24]=[C:23]([F:28])[C:19]=1[C:20]([NH2:22])=[O:21].C(=O)([O-])[O-].[K+].[K+]. The catalyst is CN(C=O)C. The product is [Br:1][C:2]1[S:6][C:5]([CH2:7][O:27][C:26]2[C:18]([F:17])=[C:19]([C:23]([F:28])=[CH:24][CH:25]=2)[C:20]([NH2:22])=[O:21])=[N:4][C:3]=1[C:9]1[CH:14]=[CH:13][CH:12]=[C:11]([O:15][CH3:16])[CH:10]=1. The yield is 0.490. (3) The reactants are [CH3:1][C:2]1[CH:7]=[C:6]([CH3:8])[NH:5][C:4](=[O:9])[C:3]=1[CH2:10][NH:11][C:12]([C:14]1[CH:15]=[C:16]([C:30]2[CH:35]=[CH:34][C:33]([CH2:36][N:37]3[CH2:42][CH2:41][O:40][CH2:39][CH2:38]3)=[CH:32][CH:31]=2)[CH:17]=[C:18]([N:21]([CH2:28][CH3:29])[CH:22]2[CH2:27][CH2:26][NH:25][CH2:24][CH2:23]2)[C:19]=1[CH3:20])=[O:13].[C:43](O)(=[O:45])[CH3:44].CCN=C=NCCCN(C)C.C1C=CC2N(O)N=NC=2C=1.C(N(CC)CC)C. The catalyst is CN(C=O)C.CO.C(Cl)Cl.O. The product is [C:43]([N:25]1[CH2:24][CH2:23][CH:22]([N:21]([CH2:28][CH3:29])[C:18]2[C:19]([CH3:20])=[C:14]([C:12]([NH:11][CH2:10][C:3]3[C:4](=[O:9])[NH:5][C:6]([CH3:8])=[CH:7][C:2]=3[CH3:1])=[O:13])[CH:15]=[C:16]([C:30]3[CH:35]=[CH:34][C:33]([CH2:36][N:37]4[CH2:38][CH2:39][O:40][CH2:41][CH2:42]4)=[CH:32][CH:31]=3)[CH:17]=2)[CH2:27][CH2:26]1)(=[O:45])[CH3:44]. The yield is 0.373. (4) The reactants are [F:1][C:2]1[C:3]([NH:12][C:13]2[CH:18]=[CH:17][C:16]([I:19])=[CH:15][C:14]=2[F:20])=[C:4]([CH:8]=[CH:9][C:10]=1[F:11])[C:5]([OH:7])=O.Cl.CN(C)CCCN=C=NCC.[O:33]1[CH2:37][CH2:36][O:35][CH:34]1[CH2:38][CH:39]([C:41]1([OH:45])[CH2:44][NH:43][CH2:42]1)[OH:40].C(OCC)(=O)C. The catalyst is CN(C)C1C=CN=CC=1.CN(C=O)C. The product is [F:1][C:2]1[C:3]([NH:12][C:13]2[CH:18]=[CH:17][C:16]([I:19])=[CH:15][C:14]=2[F:20])=[C:4]([C:5]([N:43]2[CH2:42][C:41]([CH:39]([OH:40])[CH2:38][CH:34]3[O:33][CH2:37][CH2:36][O:35]3)([OH:45])[CH2:44]2)=[O:7])[CH:8]=[CH:9][C:10]=1[F:11]. The yield is 0.360. (5) The reactants are [CH3:1][C:2]1[C:3]([OH:18])=[CH:4][N:5]2[C:10]=1[C:9](OC1C=CC=CC=1)=[N:8][CH:7]=[N:6]2.C1COCC1.[CH3:24][SH:25].[Na]. The catalyst is O. The product is [CH3:1][C:2]1[C:3]([OH:18])=[CH:4][N:5]2[C:10]=1[C:9]([S:25][CH3:24])=[N:8][CH:7]=[N:6]2. The yield is 0.670. (6) The reactants are [O:1]1[C:6]2([CH2:11][CH2:10][O:9][CH2:8][CH2:7]2)[C:5](=[O:12])[O:4][CH2:3][CH2:2]1.Cl.[CH3:14][NH:15][CH3:16]. No catalyst specified. The product is [OH:4][CH2:3][CH2:2][O:1][C:6]1([C:5]([N:15]([CH3:16])[CH3:14])=[O:12])[CH2:11][CH2:10][O:9][CH2:8][CH2:7]1. The yield is 0.990. (7) The reactants are [CH:1]([C:3]1[C:12]2[C:7](=[CH:8][CH:9]=[CH:10][CH:11]=2)[C:6]([NH:13][C:14](=[O:20])[O:15][C:16]([CH3:19])([CH3:18])[CH3:17])=[CH:5][CH:4]=1)=[CH2:2].B1C2CCCC1CCC2.[OH-:30].[Na+].OO. The catalyst is C1COCC1.O. The product is [OH:30][CH2:2][CH2:1][C:3]1[C:12]2[C:7](=[CH:8][CH:9]=[CH:10][CH:11]=2)[C:6]([NH:13][C:14](=[O:20])[O:15][C:16]([CH3:19])([CH3:18])[CH3:17])=[CH:5][CH:4]=1. The yield is 0.860.